This data is from Full USPTO retrosynthesis dataset with 1.9M reactions from patents (1976-2016). The task is: Predict the reactants needed to synthesize the given product. (1) Given the product [OH:1][C:2]1([C:8]([O:10][CH2:12][CH3:13])=[O:9])[CH2:7][CH2:6][NH:5][CH2:4][CH2:3]1, predict the reactants needed to synthesize it. The reactants are: [OH:1][C:2]1([C:8]([OH:10])=[O:9])[CH2:7][CH2:6][NH:5][CH2:4][CH2:3]1.Cl.[CH3:12][CH2:13]O. (2) Given the product [CH2:1]([O:3][C:4]([C:6]1[N:7]=[C:8]([C:20]2[CH:25]=[CH:24][CH:23]=[CH:22][CH:21]=2)[C:9]2[C:14]([C:15]=1[OH:16])=[CH:13][CH:12]=[CH:11][CH:10]=2)=[O:5])[CH3:2], predict the reactants needed to synthesize it. The reactants are: [CH2:1]([O:3][C:4]([C:6]1[N:7]=[C:8]([C:20]2[CH:25]=[CH:24][CH:23]=[CH:22][CH:21]=2)[C:9]2[C:14]([C:15]=1[O:16]C(=O)C)=[CH:13][CH:12]=[CH:11][CH:10]=2)=[O:5])[CH3:2].CCCCO.OS(O)(=O)=O.C([O-])(O)=O.[Na+]. (3) Given the product [C:31]([O:35][C:36](=[O:48])[CH2:37][O:38][C:39]1[CH:44]=[CH:43][C:42]([Cl:45])=[CH:41][C:40]=1[C:46]#[C:47][C:50]1[CH:51]=[N:52][CH:53]=[CH:54][C:55]=1[CH2:56][CH:57]([CH3:59])[CH3:58])([CH3:34])([CH3:33])[CH3:32], predict the reactants needed to synthesize it. The reactants are: C(OC(=O)COC1C=CC(Cl)=CC=1C#CC1C=CC=C(S(CCC)(=O)=O)C=1)(C)(C)C.[C:31]([O:35][C:36](=[O:48])[CH2:37][O:38][C:39]1[CH:44]=[CH:43][C:42]([Cl:45])=[CH:41][C:40]=1[C:46]#[CH:47])([CH3:34])([CH3:33])[CH3:32].Br[C:50]1[CH:51]=[N:52][CH:53]=[CH:54][C:55]=1[CH2:56][CH:57]([CH3:59])[CH3:58].